From a dataset of Full USPTO retrosynthesis dataset with 1.9M reactions from patents (1976-2016). Predict the reactants needed to synthesize the given product. (1) The reactants are: [CH3:1][C:2]1([CH3:10])[O:7][C:6](=[O:8])[CH2:5][C:4](=[O:9])[O:3]1.[N:11]([CH2:14][CH2:15][CH2:16][CH2:17][CH2:18][C:19](Cl)=[O:20])=[N+:12]=[N-:13]. Given the product [N:11]([CH2:14][CH2:15][CH2:16][CH2:17][CH2:18][C:19]([CH:5]1[C:6](=[O:8])[O:7][C:2]([CH3:10])([CH3:1])[O:3][C:4]1=[O:9])=[O:20])=[N+:12]=[N-:13], predict the reactants needed to synthesize it. (2) Given the product [CH2:1]([C:8]1[CH:9]=[C:10]2[C:15](=[CH:16][C:17]=1[F:18])[N:14]=[C:13]([N:19]1[CH:23]=[C:22]([C:24]([OH:26])=[O:25])[CH:21]=[N:20]1)[N:12]=[C:11]2[N:30]1[CH2:35][CH2:34][O:33][CH2:32][CH2:31]1)[C:2]1[CH:7]=[CH:6][CH:5]=[CH:4][CH:3]=1, predict the reactants needed to synthesize it. The reactants are: [CH2:1]([C:8]1[CH:9]=[C:10]2[C:15](=[CH:16][C:17]=1[F:18])[N:14]=[C:13]([N:19]1[CH:23]=[C:22]([C:24]([O:26]CC)=[O:25])[CH:21]=[N:20]1)[NH:12][C:11]2=O)[C:2]1[CH:7]=[CH:6][CH:5]=[CH:4][CH:3]=1.[NH:30]1[CH2:35][CH2:34][O:33][CH2:32][CH2:31]1. (3) Given the product [C:19]([O:23][C:24]([NH:26][C:27]([CH3:32])([CH3:31])[C:28]([NH:1][CH2:2][C:3]1[CH:8]=[CH:7][C:6]([C:9]2[C:10]([C:15]([O:17][CH3:18])=[O:16])=[CH:11][CH:12]=[CH:13][CH:14]=2)=[CH:5][CH:4]=1)=[O:29])=[O:25])([CH3:22])([CH3:21])[CH3:20], predict the reactants needed to synthesize it. The reactants are: [NH2:1][CH2:2][C:3]1[CH:8]=[CH:7][C:6]([C:9]2[C:10]([C:15]([O:17][CH3:18])=[O:16])=[CH:11][CH:12]=[CH:13][CH:14]=2)=[CH:5][CH:4]=1.[C:19]([O:23][C:24]([NH:26][C:27]([CH3:32])([CH3:31])[C:28](O)=[O:29])=[O:25])([CH3:22])([CH3:21])[CH3:20].O.ON1C2C=CC=CC=2N=N1.C(N(CC)CC)C.Cl.CN(C)CCCN=C=NCC. (4) Given the product [CH2:1]([CH:5]1[C:14]2[C:9](=[CH:10][C:11]([C:15]([NH2:16])=[O:18])=[CH:12][CH:13]=2)[C:7](=[O:8])[O:6]1)[CH2:2][CH2:3][CH3:4], predict the reactants needed to synthesize it. The reactants are: [CH2:1]([CH:5]1[C:14]2[C:9](=[CH:10][C:11]([C:15]#[N:16])=[CH:12][CH:13]=2)[C:7](=[O:8])[O:6]1)[CH2:2][CH2:3][CH3:4].C(=O)([O-])[O-:18].[K+].[K+].OO. (5) Given the product [CH3:41][O:42][C:43](=[O:71])[C:2]1[CH:33]=[CH:32][C:5]([CH2:6][N:7]([CH:21]2[CH2:22][CH2:23][N:24]([CH2:27][CH2:28][CH:29]([CH3:31])[CH3:30])[CH2:25][CH2:26]2)[C:8]([C:10]2[CH:15]=[CH:14][C:13]([CH2:16][CH2:17][CH2:18][CH2:19][CH3:20])=[CH:12][N:11]=2)=[O:9])=[CH:4][CH:3]=1, predict the reactants needed to synthesize it. The reactants are: Br[C:2]1[CH:33]=[CH:32][C:5]([CH2:6][N:7]([CH:21]2[CH2:26][CH2:25][N:24]([CH2:27][CH2:28][CH:29]([CH3:31])[CH3:30])[CH2:23][CH2:22]2)[C:8]([C:10]2[CH:15]=[CH:14][C:13]([CH2:16][CH2:17][CH2:18][CH2:19][CH3:20])=[CH:12][N:11]=2)=[O:9])=[CH:4][CH:3]=1.FC(F)(F)C(O)=O.[CH3:41][O:42][C:43](=[O:71])C1C=CC(CN(C(C2C=CC(CCCCC)=CN=2)=O)C2CCNCC2)=CC=1.C(=O)CC(C)C. (6) Given the product [O:40]1[CH2:39][CH:38]([N:35]2[CH2:36][CH2:37][N:32]([C:29]3[CH:28]=[CH:27][C:26]([NH:25][C:23]4[N:22]=[CH:21][N:20]=[C:19]([C:16]5[CH:17]=[CH:18][C:11]([N:2]6[CH2:3][C:4]7([CH2:9][CH2:8][O:7][CH2:6][CH2:5]7)[CH2:1]6)=[C:12]([CH:15]=5)[C:13]#[N:14])[N:24]=4)=[CH:31][CH:30]=3)[CH2:33][CH2:34]2)[CH2:41]1, predict the reactants needed to synthesize it. The reactants are: [CH2:1]1[C:4]2([CH2:9][CH2:8][O:7][CH2:6][CH2:5]2)[CH2:3][NH:2]1.F[C:11]1[CH:18]=[CH:17][C:16]([C:19]2[N:24]=[C:23]([NH:25][C:26]3[CH:31]=[CH:30][C:29]([N:32]4[CH2:37][CH2:36][N:35]([CH:38]5[CH2:41][O:40][CH2:39]5)[CH2:34][CH2:33]4)=[CH:28][CH:27]=3)[N:22]=[CH:21][N:20]=2)=[CH:15][C:12]=1[C:13]#[N:14]. (7) Given the product [NH2:74][CH2:75][CH2:76][CH2:77][CH2:78][CH2:79][CH2:8][N:9]([CH3:2])[C@H:10]([C:14]([NH:16][C@H:17]([C:21]([N:23]([C@@H:25]([C@@H:61]([CH3:64])[CH2:62][CH3:63])[C@H:26]([O:59][CH3:60])[CH2:27][C:28]([N:30]1[CH2:34][CH2:33][CH2:32][C@H:31]1[C@H:35]([O:57][CH3:58])[C@@H:36]([CH3:56])[C:37]([NH:39][C@@H:40]([CH2:49][C:50]1[CH:55]=[CH:54][CH:53]=[CH:52][CH:51]=1)[C:41]([N:43]1[CH2:48][CH2:47][CH2:46][CH2:45][O:44]1)=[O:42])=[O:38])=[O:29])[CH3:24])=[O:22])[CH:18]([CH3:19])[CH3:20])=[O:15])[CH:11]([CH3:13])[CH3:12], predict the reactants needed to synthesize it. The reactants are: F[C:2](F)(F)C(O)=O.[CH3:8][NH:9][C@H:10]([C:14]([NH:16][C@H:17]([C:21]([N:23]([C@@H:25]([C@@H:61]([CH3:64])[CH2:62][CH3:63])[C@H:26]([O:59][CH3:60])[CH2:27][C:28]([N:30]1[CH2:34][CH2:33][CH2:32][C@H:31]1[C@H:35]([O:57][CH3:58])[C@@H:36]([CH3:56])[C:37]([NH:39][C@@H:40]([CH2:49][C:50]1[CH:55]=[CH:54][CH:53]=[CH:52][CH:51]=1)[C:41]([N:43]1[CH2:48][CH2:47][CH2:46][CH2:45][O:44]1)=[O:42])=[O:38])=[O:29])[CH3:24])=[O:22])[CH:18]([CH3:20])[CH3:19])=[O:15])[CH:11]([CH3:13])[CH3:12].C(OC(=O)[NH:74][CH2:75][CH2:76][CH2:77][CH2:78][CH2:79]C=O)C1C=CC=CC=1.